Regression. Given two drug SMILES strings and cell line genomic features, predict the synergy score measuring deviation from expected non-interaction effect. From a dataset of NCI-60 drug combinations with 297,098 pairs across 59 cell lines. (1) Drug 1: C1=C(C(=O)NC(=O)N1)F. Drug 2: C1CC(C1)(C(=O)O)C(=O)O.[NH2-].[NH2-].[Pt+2]. Cell line: MCF7. Synergy scores: CSS=26.2, Synergy_ZIP=-2.86, Synergy_Bliss=-3.62, Synergy_Loewe=1.81, Synergy_HSA=3.32. (2) Drug 1: CCCCCOC(=O)NC1=NC(=O)N(C=C1F)C2C(C(C(O2)C)O)O. Drug 2: C1=NC2=C(N=C(N=C2N1C3C(C(C(O3)CO)O)F)Cl)N. Cell line: 786-0. Synergy scores: CSS=15.8, Synergy_ZIP=-5.11, Synergy_Bliss=-3.65, Synergy_Loewe=-41.4, Synergy_HSA=-4.89. (3) Synergy scores: CSS=2.06, Synergy_ZIP=-4.48, Synergy_Bliss=-8.39, Synergy_Loewe=-6.38, Synergy_HSA=-5.71. Cell line: EKVX. Drug 1: C1=NC2=C(N1)C(=S)N=CN2. Drug 2: C1=NC2=C(N=C(N=C2N1C3C(C(C(O3)CO)O)F)Cl)N. (4) Drug 1: CC(C1=C(C=CC(=C1Cl)F)Cl)OC2=C(N=CC(=C2)C3=CN(N=C3)C4CCNCC4)N. Drug 2: CC(C)CN1C=NC2=C1C3=CC=CC=C3N=C2N. Cell line: HCT116. Synergy scores: CSS=6.38, Synergy_ZIP=-5.10, Synergy_Bliss=-3.60, Synergy_Loewe=-12.6, Synergy_HSA=-4.91. (5) Drug 1: CC1=C2C(C(=O)C3(C(CC4C(C3C(C(C2(C)C)(CC1OC(=O)C(C(C5=CC=CC=C5)NC(=O)OC(C)(C)C)O)O)OC(=O)C6=CC=CC=C6)(CO4)OC(=O)C)OC)C)OC. Drug 2: CC1OCC2C(O1)C(C(C(O2)OC3C4COC(=O)C4C(C5=CC6=C(C=C35)OCO6)C7=CC(=C(C(=C7)OC)O)OC)O)O. Cell line: M14. Synergy scores: CSS=52.0, Synergy_ZIP=-1.73, Synergy_Bliss=-1.49, Synergy_Loewe=-8.94, Synergy_HSA=0.542. (6) Drug 1: CCC1=CC2CC(C3=C(CN(C2)C1)C4=CC=CC=C4N3)(C5=C(C=C6C(=C5)C78CCN9C7C(C=CC9)(C(C(C8N6C)(C(=O)OC)O)OC(=O)C)CC)OC)C(=O)OC.C(C(C(=O)O)O)(C(=O)O)O. Drug 2: C1C(C(OC1N2C=NC3=C2NC=NCC3O)CO)O. Cell line: TK-10. Synergy scores: CSS=10.7, Synergy_ZIP=-8.49, Synergy_Bliss=-2.36, Synergy_Loewe=-0.567, Synergy_HSA=-0.809. (7) Drug 1: COC1=C(C=C2C(=C1)N=CN=C2NC3=CC(=C(C=C3)F)Cl)OCCCN4CCOCC4. Drug 2: CC1CCC2CC(C(=CC=CC=CC(CC(C(=O)C(C(C(=CC(C(=O)CC(OC(=O)C3CCCCN3C(=O)C(=O)C1(O2)O)C(C)CC4CCC(C(C4)OC)OCCO)C)C)O)OC)C)C)C)OC. Cell line: SF-295. Synergy scores: CSS=39.5, Synergy_ZIP=2.41, Synergy_Bliss=3.90, Synergy_Loewe=-9.01, Synergy_HSA=6.36.